From a dataset of Reaction yield outcomes from USPTO patents with 853,638 reactions. Predict the reaction yield, written as a fraction of the theoretical maximum amount of product (1.0 means a 100% yield; for example, 0.34 means a 34% yield). (1) The reactants are BrC(C)C(OCC)=O.Cl.C1([CH:16]([N:20]2[CH2:25][CH2:24][CH:23](C3C=CC(NC(C4C=CC=CC=4C4C=CC(C(F)(F)F)=CC=4)=O)=CC=3)[CH2:22][CH2:21]2)[C:17]([OH:19])=[O:18])C=CC=CC=1.C(NC(=S)N(CCCC)CCCC)CCC. The product is [N:20]1([CH2:16][C:17]([OH:19])=[O:18])[CH2:25][CH2:24][CH2:23][CH2:22][CH2:21]1. The catalyst is CCN(C(C)C)C(C)C. The yield is 0.00500. (2) The reactants are Cl.S(=O)(=O)(O)O.C(=O)(O)[O-].[Na+].[C:20](O[C:20]([O:22][C:23]([CH3:26])([CH3:25])[CH3:24])=[O:21])([O:22][C:23]([CH3:26])([CH3:25])[CH3:24])=[O:21].[C:27](O)(=O)[CH2:28][C:29]([CH2:34][C:35]([OH:37])=[O:36])(C(O)=O)[OH:30].O[N:41]1[C:45]2[CH:46]=[CH:47][CH:48]=[CH:49][C:44]=2[N:43]=[N:42]1.Cl.[CH2:51]([N:53]=C=NCCCN(C)C)[CH3:52]. The catalyst is O1CCOCC1.C(Cl)Cl.[Cl-].[Na+].O. The product is [N:41]1([O:37][C:35](=[O:36])[CH2:34][C@H:29]2[O:30][CH2:52][C@H:51]([NH:53][C:20](=[O:21])[O:22][C:23]([CH3:24])([CH3:25])[CH3:26])[CH2:27][CH2:28]2)[C:45]2[CH:46]=[CH:47][CH:48]=[CH:49][C:44]=2[N:43]=[N:42]1. The yield is 0.730. (3) The reactants are [CH3:1][O:2][C:3]1[CH:4]=[C:5]2[C:10](=[CH:11][C:12]=1[O:13][CH3:14])[N:9]=[CH:8][CH:7]=[C:6]2[O:15][C:16]1[CH:22]=[CH:21][C:19]([NH2:20])=[CH:18][CH:17]=1.C1(C)C=CC=CC=1.C(N(CC)CC)C.ClC(Cl)(O[C:41](=[O:47])[O:42][C:43](Cl)(Cl)Cl)Cl.[F:49][C:50]1[CH:51]=[C:52]([CH:57]=[CH:58][CH:59]=1)[O:53][CH2:54]CO. The catalyst is C(Cl)Cl. The product is [CH3:1][O:2][C:3]1[CH:4]=[C:5]2[C:10](=[CH:11][C:12]=1[O:13][CH3:14])[N:9]=[CH:8][CH:7]=[C:6]2[O:15][C:16]1[CH:22]=[CH:21][C:19]([NH:20][C:41](=[O:47])[O:42][CH2:43][CH2:54][O:53][C:52]2[CH:57]=[CH:58][CH:59]=[C:50]([F:49])[CH:51]=2)=[CH:18][CH:17]=1. The yield is 0.510. (4) The reactants are COC(=O)[NH:4][C:5]1[O:6][C:7]2[C:13]([NH2:14])=[CH:12][CH:11]=[C:10]([O:15][CH3:16])[C:8]=2[N:9]=1.[OH-].[Na+]. The catalyst is O1CCOCC1.C(O)CO. The product is [CH3:16][O:15][C:10]1[C:8]2[N:9]=[C:5]([NH2:4])[O:6][C:7]=2[C:13]([NH2:14])=[CH:12][CH:11]=1. The yield is 0.200.